Task: Predict the reactants needed to synthesize the given product.. Dataset: Full USPTO retrosynthesis dataset with 1.9M reactions from patents (1976-2016) (1) The reactants are: [N+:1]([C:4]1[CH:9]=[CH:8][CH:7]=[CH:6][C:5]=1[C:10]1[N:11]=[C:12]2[CH:17]=[CH:16][CH:15]=[CH:14][N:13]2[CH:18]=1)([O-])=O.C(O)C.Cl. Given the product [N:11]1[C:10]([C:5]2[CH:6]=[CH:7][CH:8]=[CH:9][C:4]=2[NH2:1])=[CH:18][N:13]2[CH2:14][CH2:15][CH2:16][CH2:17][C:12]=12, predict the reactants needed to synthesize it. (2) Given the product [Cl:16][CH2:15][CH2:14][CH2:13][O:12][C:8]1[CH:7]=[C:6]2[C:11]([C:2]([NH:17][C:18]3[CH:22]=[C:21]([CH2:23][C:24]([OH:26])=[O:25])[NH:20][N:19]=3)=[N:3][CH:4]=[N:5]2)=[CH:10][CH:9]=1, predict the reactants needed to synthesize it. The reactants are: Cl[C:2]1[C:11]2[C:6](=[CH:7][C:8]([O:12][CH2:13][CH2:14][CH2:15][Cl:16])=[CH:9][CH:10]=2)[N:5]=[CH:4][N:3]=1.[NH2:17][C:18]1[CH:22]=[C:21]([CH2:23][C:24]([OH:26])=[O:25])[NH:20][N:19]=1.Cl.O1CCOCC1.